From a dataset of Full USPTO retrosynthesis dataset with 1.9M reactions from patents (1976-2016). Predict the reactants needed to synthesize the given product. (1) Given the product [S:7]1[C:13]2[CH:14]=[CH:15][CH:16]=[CH:17][C:12]=2[CH2:11][NH:10][CH2:9][CH2:8]1, predict the reactants needed to synthesize it. The reactants are: [H-].[Al+3].[Li+].[H-].[H-].[H-].[S:7]1[C:13]2[CH:14]=[CH:15][CH:16]=[CH:17][C:12]=2[C:11](=O)[NH:10][CH2:9][CH2:8]1.O. (2) Given the product [Cl:1][C:2]1[CH:37]=[CH:36][C:35]([CH2:38][CH2:39][O:40][CH3:41])=[CH:34][C:3]=1[CH2:4][N:5]([CH:31]1[CH2:32][CH2:33]1)[C:6]([CH:8]1[C:13]([C:16]2[CH:21]=[CH:20][C:19]([F:22])=[C:18]([F:23])[CH:17]=2)([O:14][CH3:15])[CH2:12][CH2:11][NH:10][CH2:9]1)=[O:7], predict the reactants needed to synthesize it. The reactants are: [Cl:1][C:2]1[CH:37]=[CH:36][C:35]([CH2:38][CH2:39][O:40][CH3:41])=[CH:34][C:3]=1[CH2:4][N:5]([CH:31]1[CH2:33][CH2:32]1)[C:6]([C@@H:8]1[C@:13]([C:16]2[CH:21]=[CH:20][C:19]([F:22])=[C:18]([F:23])[CH:17]=2)([O:14][CH3:15])[CH2:12][CH2:11][N:10](C(OC(C)(C)C)=O)[CH2:9]1)=[O:7].Cl.